Dataset: Full USPTO retrosynthesis dataset with 1.9M reactions from patents (1976-2016). Task: Predict the reactants needed to synthesize the given product. Given the product [N:20]1[CH:25]=[CH:24][CH:23]=[C:22]([C:2]2[C:12]3[O:11][CH2:10][CH2:9][N:8]([C:13]([O:15][C:16]([CH3:19])([CH3:18])[CH3:17])=[O:14])[CH2:7][C:6]=3[CH:5]=[CH:4][CH:3]=2)[CH:21]=1, predict the reactants needed to synthesize it. The reactants are: Br[C:2]1[C:12]2[O:11][CH2:10][CH2:9][N:8]([C:13]([O:15][C:16]([CH3:19])([CH3:18])[CH3:17])=[O:14])[CH2:7][C:6]=2[CH:5]=[CH:4][CH:3]=1.[N:20]1[CH:25]=[CH:24][CH:23]=[C:22](B(O)O)[CH:21]=1.O.